From a dataset of Full USPTO retrosynthesis dataset with 1.9M reactions from patents (1976-2016). Predict the reactants needed to synthesize the given product. (1) Given the product [C:49]([O:48][C:46](=[O:47])[N:45]([C:4]1[CH:9]=[CH:8][CH:7]=[C:6]([NH:10][C:11](=[O:38])[CH2:12][N:13]2[N:19]=[C:18]([CH:20]3[CH2:25][CH2:24][CH2:23][CH2:22][CH2:21]3)[C:17]3[CH:26]=[CH:27][CH:28]=[CH:29][C:16]=3[N:15]([CH2:30][C:31](=[O:36])[C:32]([CH3:35])([CH3:33])[CH3:34])[C:14]2=[O:37])[CH:5]=1)[CH2:53][CH2:54][CH3:55])([CH3:52])([CH3:51])[CH3:50], predict the reactants needed to synthesize it. The reactants are: COC(=O)[C:4]1[CH:9]=[CH:8][CH:7]=[C:6]([NH:10][C:11](=[O:38])[CH2:12][N:13]2[N:19]=[C:18]([CH:20]3[CH2:25][CH2:24][CH2:23][CH2:22][CH2:21]3)[C:17]3[CH:26]=[CH:27][CH:28]=[CH:29][C:16]=3[N:15]([CH2:30][C:31](=[O:36])[C:32]([CH3:35])([CH3:34])[CH3:33])[C:14]2=[O:37])[CH:5]=1.COC(=O)C([N:45]([C:53]1C=CC=[C:55](N)[CH:54]=1)[C:46]([O:48][C:49]([CH3:52])([CH3:51])[CH3:50])=[O:47])C. (2) Given the product [Br:1][C:2]1[CH:10]=[C:9]2[C:5]([CH:6]=[CH:7][N:8]2[CH:20]([CH3:22])[CH3:21])=[CH:4][CH:3]=1, predict the reactants needed to synthesize it. The reactants are: [Br:1][C:2]1[CH:10]=[C:9]2[C:5]([CH:6]=[CH:7][NH:8]2)=[CH:4][CH:3]=1.C([O-])([O-])=O.[K+].[K+].[H-].[Na+].I[CH:20]([CH3:22])[CH3:21]. (3) Given the product [C:1]12([NH:11][CH2:17][C:16]3[C:15]([O:23][CH3:24])=[CH:14][C:13]([OH:12])=[CH:20][C:19]=3[O:21][CH3:22])[CH2:8][CH:7]3[CH2:6][CH:5]([CH2:4][CH:3]([CH2:9]3)[CH2:2]1)[CH2:10]2, predict the reactants needed to synthesize it. The reactants are: [C:1]12([NH2:11])[CH2:10][CH:5]3[CH2:6][CH:7]([CH2:9][CH:3]([CH2:4]3)[CH2:2]1)[CH2:8]2.[OH:12][C:13]1[CH:20]=[C:19]([O:21][CH3:22])[C:16]([CH:17]=O)=[C:15]([O:23][CH3:24])[CH:14]=1. (4) Given the product [Br-:15].[CH2:1]([P+:3]([CH2:6][CH3:7])([CH2:4][CH3:5])[CH2:8][C:9]1[CH:14]=[CH:13][CH:12]=[CH:11][CH:10]=1)[CH3:2], predict the reactants needed to synthesize it. The reactants are: [CH2:1]([P:3]([CH2:6][CH3:7])[CH2:4][CH3:5])[CH3:2].[CH2:8]([Br:15])[C:9]1[CH:14]=[CH:13][CH:12]=[CH:11][CH:10]=1. (5) Given the product [CH3:15][O:16][C:17]1[CH:22]=[CH:21][N:20]([C:23]2[CH:24]=[CH:25][C:26]([N:29]3[CH2:30][CH2:31][N:32]([CH2:2][CH2:3][C:4]4[C:12]5[C:7](=[CH:8][CH:9]=[C:10]([C:13]#[N:14])[CH:11]=5)[NH:6][CH:5]=4)[CH2:33][CH2:34]3)=[CH:27][CH:28]=2)[C:19](=[O:35])[CH:18]=1, predict the reactants needed to synthesize it. The reactants are: O=[CH:2][CH2:3][C:4]1[C:12]2[C:7](=[CH:8][CH:9]=[C:10]([C:13]#[N:14])[CH:11]=2)[NH:6][CH:5]=1.[CH3:15][O:16][C:17]1[CH:22]=[CH:21][N:20]([C:23]2[CH:28]=[CH:27][C:26]([N:29]3[CH2:34][CH2:33][NH:32][CH2:31][CH2:30]3)=[CH:25][CH:24]=2)[C:19](=[O:35])[CH:18]=1.C([BH3-])#N.[Na+].C(O)(=O)C. (6) Given the product [Cl:1][C:2]1[CH:3]=[C:4]([C:8]2[CH2:13][CH2:12][N:11]([C:14]3[S:15][C:16]([C:19]4[N:20]=[N:21][N:22]([CH2:24][C:25]([OH:27])=[O:26])[N:23]=4)=[CH:17][N:18]=3)[CH2:10][CH:9]=2)[CH:5]=[CH:6][CH:7]=1, predict the reactants needed to synthesize it. The reactants are: [Cl:1][C:2]1[CH:3]=[C:4]([C:8]2[CH2:9][CH2:10][N:11]([C:14]3[S:15][C:16]([C:19]4[N:20]=[N:21][N:22]([CH2:24][C:25]([O:27]C(C)(C)C)=[O:26])[N:23]=4)=[CH:17][N:18]=3)[CH2:12][CH:13]=2)[CH:5]=[CH:6][CH:7]=1.C(O)=O. (7) Given the product [C:11]([C:3]1[C:2]([NH:1][C:22]([C:19]2[S:20][CH:21]=[C:17]([CH:14]([CH3:16])[CH3:15])[N:18]=2)=[O:23])=[C:7]([F:8])[C:6]([O:9][CH3:10])=[CH:5][CH:4]=1)(=[O:13])[CH3:12], predict the reactants needed to synthesize it. The reactants are: [NH2:1][C:2]1[C:7]([F:8])=[C:6]([O:9][CH3:10])[CH:5]=[CH:4][C:3]=1[C:11](=[O:13])[CH3:12].[CH:14]([C:17]1[N:18]=[C:19]([C:22](Cl)=[O:23])[S:20][CH:21]=1)([CH3:16])[CH3:15].C(C1C=CC(OC)=CC=1NC(C1SC=C(C(C)C)N=1)=O)(=O)C. (8) Given the product [I:8][C:6]1[CH:5]=[C:4]([C:9]([F:12])([F:11])[F:10])[N:3]=[C:2]([NH:18][CH2:13][C:14]([CH3:17])([CH3:16])[CH3:15])[CH:7]=1, predict the reactants needed to synthesize it. The reactants are: F[C:2]1[CH:7]=[C:6]([I:8])[CH:5]=[C:4]([C:9]([F:12])([F:11])[F:10])[N:3]=1.[CH2:13]([NH2:18])[C:14]([CH3:17])([CH3:16])[CH3:15].